The task is: Predict the reaction yield, written as a fraction of the theoretical maximum amount of product (1.0 means a 100% yield; for example, 0.34 means a 34% yield).. This data is from Reaction yield outcomes from USPTO patents with 853,638 reactions. The reactants are [NH2:1][C@H:2]([CH3:24])[C@H:3]([NH:8][C:9](=[O:23])[C:10]1[CH:15]=[CH:14][C:13]([C:16]#[C:17][C:18]#[C:19][C@@H:20]([OH:22])[CH3:21])=[CH:12][CH:11]=1)[C:4]([NH:6][OH:7])=[O:5].C=O.O.[C:28]([BH3-])#N.[Na+].C(O)(C(F)(F)F)=O. The catalyst is CN(C=O)C.CO. The product is [OH:7][NH:6][C:4](=[O:5])[C@@H:3]([NH:8][C:9](=[O:23])[C:10]1[CH:15]=[CH:14][C:13]([C:16]#[C:17][C:18]#[C:19][C@@H:20]([OH:22])[CH3:21])=[CH:12][CH:11]=1)[C@H:2]([NH:1][CH3:28])[CH3:24]. The yield is 0.134.